Dataset: Reaction yield outcomes from USPTO patents with 853,638 reactions. Task: Predict the reaction yield, written as a fraction of the theoretical maximum amount of product (1.0 means a 100% yield; for example, 0.34 means a 34% yield). The reactants are [H-].[Na+].[CH2:3]([OH:10])[C:4]1[CH:9]=[CH:8][CH:7]=[CH:6][CH:5]=1.Cl[C:12]1[C:21]2[C:16](=[C:17]([CH3:24])[C:18]([O:22][CH3:23])=[CH:19][CH:20]=2)[N+:15]([O-:25])=[CH:14][CH:13]=1.O. The catalyst is CN(C=O)C. The product is [CH2:3]([O:10][C:12]1[C:21]2[C:16](=[C:17]([CH3:24])[C:18]([O:22][CH3:23])=[CH:19][CH:20]=2)[N+:15]([O-:25])=[CH:14][CH:13]=1)[C:4]1[CH:9]=[CH:8][CH:7]=[CH:6][CH:5]=1. The yield is 0.590.